This data is from Forward reaction prediction with 1.9M reactions from USPTO patents (1976-2016). The task is: Predict the product of the given reaction. Given the reactants [F:1][C:2]1[CH:10]=[CH:9][C:5]([C:6]([OH:8])=[O:7])=[CH:4][C:3]=1[C:11]([F:14])([F:13])[F:12].[Si](C=[N+]=[N-])(C)(C)[CH3:16].C(O)(=O)C, predict the reaction product. The product is: [F:1][C:2]1[CH:10]=[CH:9][C:5]([C:6]([O:8][CH3:16])=[O:7])=[CH:4][C:3]=1[C:11]([F:12])([F:13])[F:14].